This data is from Peptide-MHC class I binding affinity with 185,985 pairs from IEDB/IMGT. The task is: Regression. Given a peptide amino acid sequence and an MHC pseudo amino acid sequence, predict their binding affinity value. This is MHC class I binding data. (1) The peptide sequence is FTNKLINGY. The MHC is HLA-A31:01 with pseudo-sequence HLA-A31:01. The binding affinity (normalized) is 0.0847. (2) The peptide sequence is RRQDILDLWI. The MHC is HLA-B18:01 with pseudo-sequence HLA-B18:01. The binding affinity (normalized) is 0.0867. (3) The peptide sequence is KAFPLIQNM. The MHC is HLA-B58:01 with pseudo-sequence HLA-B58:01. The binding affinity (normalized) is 0.764. (4) The peptide sequence is YLRLYIILAR. The MHC is HLA-A11:01 with pseudo-sequence HLA-A11:01. The binding affinity (normalized) is 0.326. (5) The binding affinity (normalized) is 0.613. The MHC is HLA-B39:01 with pseudo-sequence HLA-B39:01. The peptide sequence is SEFWLNYTA. (6) The peptide sequence is FWLMVYEGL. The MHC is HLA-B27:05 with pseudo-sequence HLA-B27:05. The binding affinity (normalized) is 0.0847.